Dataset: Catalyst prediction with 721,799 reactions and 888 catalyst types from USPTO. Task: Predict which catalyst facilitates the given reaction. (1) Reactant: [CH:1]1[C:13]2[NH:12][C:11]3[C:6](=[CH:7][C:8]([C:14](=[O:16])[CH3:15])=[CH:9][CH:10]=3)[C:5]=2[CH:4]=[C:3]([C:17](=[O:19])[CH3:18])[CH:2]=1.[H-].[Na+].Cl.Cl[CH2:24][CH2:25][CH:26]1[CH2:30][CH2:29][CH2:28][N:27]1[CH3:31].C(Cl)(Cl)Cl.CO. Product: [CH3:31][N:27]1[CH2:28][CH2:29][CH2:30][CH:26]1[CH2:25][CH2:24][N:12]1[C:13]2[CH:1]=[CH:2][C:3]([C:17](=[O:19])[CH3:18])=[CH:4][C:5]=2[C:6]2[C:11]1=[CH:10][CH:9]=[C:8]([C:14](=[O:16])[CH3:15])[CH:7]=2. The catalyst class is: 18. (2) Reactant: [CH:1]([N:4]1[CH2:9][CH2:8][N:7]([C:10]2[CH:15]=[N:14][C:13]([C:16]3[CH:21]=[CH:20][C:19]([OH:22])=[CH:18][CH:17]=3)=[CH:12][N:11]=2)[CH2:6][CH2:5]1)([CH3:3])[CH3:2].[H-].[Na+].[Cl:25][CH2:26][C:27]([N:29]([CH3:31])[CH3:30])=[O:28].[ClH:32]. Product: [ClH:25].[ClH:32].[CH:1]([N:4]1[CH2:5][CH2:6][N:7]([C:10]2[CH:15]=[N:14][C:13]([C:16]3[CH:21]=[CH:20][C:19]([O:22][CH2:26][C:27]([N:29]([CH3:31])[CH3:30])=[O:28])=[CH:18][CH:17]=3)=[CH:12][N:11]=2)[CH2:8][CH2:9]1)([CH3:3])[CH3:2]. The catalyst class is: 369. (3) Reactant: [Br:1][C:2]1[CH:9]=[C:8]([OH:10])[CH:7]=[C:6]([OH:11])[C:3]=1[CH:4]=[O:5].CC1C=CC(S([O-])(=O)=O)=CC=1.C1C=C[NH+]=CC=1.[CH2:29]1[CH2:34][O:33][CH:32]=[CH:31][CH2:30]1. Product: [Br:1][C:2]1[CH:9]=[C:8]([O:10][CH:32]2[CH2:31][CH2:30][CH2:29][CH2:34][O:33]2)[CH:7]=[C:6]([OH:11])[C:3]=1[CH:4]=[O:5]. The catalyst class is: 4.